Task: Predict the product of the given reaction.. Dataset: Forward reaction prediction with 1.9M reactions from USPTO patents (1976-2016) (1) Given the reactants [CH3:1][C:2]([C:4]1[CH:5]=[CH:6][CH:7]=[C:8]([OH:10])[CH:9]=1)=O.C(O)(=O)C.C([NH2:18])(C)C, predict the reaction product. The product is: [NH2:18][C@H:2]([C:4]1[CH:9]=[C:8]([OH:10])[CH:7]=[CH:6][CH:5]=1)[CH3:1]. (2) Given the reactants [Cl:1][C:2]1[CH:3]=[C:4]([CH:24]=[CH:25][C:26]=1[F:27])[CH2:5][N:6]1[CH2:15][CH2:14][C:13]2[C:12]([C:16](N(C)C)=[O:17])=[N:11][C:10]([OH:21])=[C:9]([OH:22])[C:8]=2[C:7]1=[O:23].C[O-:29].[Mg+2].C[O-].Br[CH2:34][CH2:35]Cl, predict the reaction product. The product is: [Cl:1][C:2]1[CH:3]=[C:4]([CH:24]=[CH:25][C:26]=1[F:27])[CH2:5][N:6]1[CH2:15][CH2:14][C:13]2[C:8](=[C:9]([OH:22])[C:10](=[O:21])[N:11]3[CH2:35][CH2:34][O:29][C:16](=[O:17])[C:12]3=2)[C:7]1=[O:23]. (3) The product is: [CH2:3]([O:10][C:11]1[C:12]([C@:21]2([CH2:45][O:46][CH2:47][C:48]3[CH:53]=[CH:52][CH:51]=[CH:50][CH:49]=3)[C:29]3[C:24](=[CH:25][CH:26]=[CH:27][CH:28]=3)[N:23]([CH:30]([C:37]3[CH:42]=[CH:41][CH:40]=[CH:39][CH:38]=3)[C:31]3[CH:32]=[CH:33][CH:34]=[CH:35][CH:36]=3)[C:22]2=[O:43])=[CH:13][C:14]2[O:19][CH2:18][CH2:17][O:16][C:15]=2[CH:20]=1)[C:4]1[CH:9]=[CH:8][CH:7]=[CH:6][CH:5]=1. Given the reactants [OH-].[K+].[CH2:3]([O:10][C:11]1[C:12]([CH:21]2[C:29]3[C:24](=[CH:25][CH:26]=[CH:27][CH:28]=3)[N:23]([CH:30]([C:37]3[CH:42]=[CH:41][CH:40]=[CH:39][CH:38]=3)[C:31]3[CH:36]=[CH:35][CH:34]=[CH:33][CH:32]=3)[C:22]2=[O:43])=[CH:13][C:14]2[O:19][CH2:18][CH2:17][O:16][C:15]=2[CH:20]=1)[C:4]1[CH:9]=[CH:8][CH:7]=[CH:6][CH:5]=1.Cl[CH2:45][O:46][CH2:47][C:48]1[CH:53]=[CH:52][CH:51]=[CH:50][CH:49]=1.Cl, predict the reaction product. (4) The product is: [CH3:34][O:35][C:36](=[O:49])[CH2:37][C:38]1[CH:43]=[CH:42][C:41]([CH3:44])=[C:40]([S:45]([N:13]2[CH2:12][CH2:11][C:8]3([N:7]([CH2:16][CH2:17][C:18]4[CH:23]=[CH:22][C:21]([O:24][CH3:25])=[CH:20][CH:19]=4)[C:6](=[O:26])[N:5]([CH2:1][CH:2]([CH3:3])[CH3:4])[C:9]3=[O:10])[CH2:15][CH2:14]2)(=[O:46])=[O:47])[CH:39]=1. Given the reactants [CH2:1]([N:5]1[C:9](=[O:10])[C:8]2([CH2:15][CH2:14][NH:13][CH2:12][CH2:11]2)[N:7]([CH2:16][CH2:17][C:18]2[CH:23]=[CH:22][C:21]([O:24][CH3:25])=[CH:20][CH:19]=2)[C:6]1=[O:26])[CH:2]([CH3:4])[CH3:3].C(N(CC)CC)C.[CH3:34][O:35][C:36](=[O:49])[CH2:37][C:38]1[CH:43]=[CH:42][C:41]([CH3:44])=[C:40]([S:45](Cl)(=[O:47])=[O:46])[CH:39]=1, predict the reaction product. (5) Given the reactants [F:1]/[C:2](/[CH2:13][OH:14])=[CH:3]/[CH2:4][NH:5][C:6](=[O:12])[O:7][C:8]([CH3:11])([CH3:10])[CH3:9].[C:15]1(P([C:15]2[CH:20]=[CH:19][CH:18]=[CH:17][CH:16]=2)[C:15]2[CH:20]=[CH:19][CH:18]=[CH:17][CH:16]=2)[CH:20]=[CH:19][CH:18]=[CH:17][CH:16]=1.C1(O)C=CC=CC=1.N(C(OC(C)C)=O)=NC(OC(C)C)=O, predict the reaction product. The product is: [F:1]/[C:2](/[CH2:13][O:14][C:15]1[CH:20]=[CH:19][CH:18]=[CH:17][CH:16]=1)=[CH:3]/[CH2:4][NH:5][C:6](=[O:12])[O:7][C:8]([CH3:9])([CH3:10])[CH3:11]. (6) Given the reactants [Cl:1][C:2]1[CH:7]=[C:6]([F:8])[CH:5]=[CH:4][C:3]=1[C@H:9]1[C:14]([C:15]([O:17][CH3:18])=[O:16])=[C:13]([CH2:19]Br)[NH:12][C:11]([C:21]2[S:22][CH:23]=[CH:24][N:25]=2)=[N:10]1.[CH:26]12[NH:37][CH:33]([CH2:34][O:35][CH2:36]1)[CH2:32][C:31]1[O:30][N:29]=[CH:28][C:27]2=1, predict the reaction product. The product is: [CH3:18][O:17][C:15]([C:14]1[C@H:9]([C:3]2[CH:4]=[CH:5][C:6]([F:8])=[CH:7][C:2]=2[Cl:1])[N:10]=[C:11]([C:21]2[S:22][CH:23]=[CH:24][N:25]=2)[NH:12][C:13]=1[CH2:19][N:37]1[CH:33]2[CH2:34][O:35][CH2:36][CH:26]1[C:27]1[CH:28]=[N:29][O:30][C:31]=1[CH2:32]2)=[O:16]. (7) The product is: [CH2:1]([O:3][C:4]([CH:6]1[CH2:11][CH2:10][CH:9]([O:12][Si:22]([C:18]([CH3:21])([CH3:20])[CH3:19])([CH3:25])[CH3:24])[CH2:8][CH2:7]1)=[O:5])[CH3:2]. Given the reactants [CH2:1]([O:3][C:4]([CH:6]1[CH2:11][CH2:10][CH:9]([OH:12])[CH2:8][CH2:7]1)=[O:5])[CH3:2].N1C=CN=C1.[C:18]([Si:22]([CH3:25])([CH3:24])Cl)([CH3:21])([CH3:20])[CH3:19], predict the reaction product. (8) Given the reactants [CH3:1][S:2](Cl)(=[O:4])=[O:3].[Cl:6][C:7]1[CH:8]=[C:9]([CH:23]=[CH:24][C:25]=1[Cl:26])[O:10][CH2:11][C:12]1[C:21]([CH3:22])=[CH:20][C:15]2[C:16]([NH2:19])=[N:17][O:18][C:14]=2[CH:13]=1.C(N(CC)CC)C, predict the reaction product. The product is: [Cl:6][C:7]1[CH:8]=[C:9]([CH:23]=[CH:24][C:25]=1[Cl:26])[O:10][CH2:11][C:12]1[C:21]([CH3:22])=[CH:20][C:15]2[C:16]([NH:19][S:2]([CH3:1])(=[O:4])=[O:3])=[N:17][O:18][C:14]=2[CH:13]=1.